The task is: Predict the reactants needed to synthesize the given product.. This data is from Full USPTO retrosynthesis dataset with 1.9M reactions from patents (1976-2016). (1) Given the product [CH3:15][O:16][C:17]1[CH:26]=[CH:25][C:24]2[C:19](=[CH:20][CH:21]=[CH:22][CH:23]=2)[C:18]=1[C:27]1[O:1][N:2]=[C:3]([C:5]2[C:14]3[C:9](=[CH:10][CH:11]=[CH:12][CH:13]=3)[CH:8]=[CH:7][N:6]=2)[N:4]=1, predict the reactants needed to synthesize it. The reactants are: [OH:1][NH:2][C:3]([C:5]1[C:14]2[C:9](=[CH:10][CH:11]=[CH:12][CH:13]=2)[CH:8]=[CH:7][N:6]=1)=[NH:4].[CH3:15][O:16][C:17]1[CH:26]=[CH:25][C:24]2[C:19](=[CH:20][CH:21]=[CH:22][CH:23]=2)[C:18]=1[C:27](O)=O. (2) Given the product [NH:8]1[CH2:13][CH2:12][CH:11]([CH2:14][CH2:15][O:16][C:17]2[CH:26]=[C:25]3[C:20]([C:21](=[O:35])[N:22]([CH2:27][O:28][C:29](=[O:34])[C:30]([CH3:33])([CH3:31])[CH3:32])[CH:23]=[N:24]3)=[CH:19][C:18]=2[O:36][CH3:37])[CH2:10][CH2:9]1, predict the reactants needed to synthesize it. The reactants are: C(OC([N:8]1[CH2:13][CH2:12][CH:11]([CH2:14][CH2:15][O:16][C:17]2[CH:26]=[C:25]3[C:20]([C:21](=[O:35])[N:22]([CH2:27][O:28][C:29](=[O:34])[C:30]([CH3:33])([CH3:32])[CH3:31])[CH:23]=[N:24]3)=[CH:19][C:18]=2[O:36][CH3:37])[CH2:10][CH2:9]1)=O)(C)(C)C.O.C(=O)([O-])O.[Na+]. (3) Given the product [Br:1][C:2]1[C:19]([O:20][CH3:21])=[CH:18][C:5]2[CH:6]=[CH:7][C:8]3[C:12]([C:4]=2[CH:3]=1)=[N:11][N:10]([CH2:38][CH2:37][CH2:36][NH:35][C:28]([O:30][C:31]([CH3:32])([CH3:34])[CH3:33])=[O:29])[C:9]=3[C:13]([O:15][CH2:16][CH3:17])=[O:14], predict the reactants needed to synthesize it. The reactants are: [Br:1][C:2]1[C:19]([O:20][CH3:21])=[CH:18][C:5]2[CH:6]=[CH:7][C:8]3[C:12]([C:4]=2[CH:3]=1)=[N:11][NH:10][C:9]=3[C:13]([O:15][CH2:16][CH3:17])=[O:14].CC(C)([O-])C.[Li+].[C:28]([NH:35][CH2:36][CH2:37][CH2:38]Br)([O:30][C:31]([CH3:34])([CH3:33])[CH3:32])=[O:29]. (4) Given the product [CH:1]([NH:4][C:5]1[C:13]2[C:8](=[CH:9][C:10]([NH:14][S:21]([C:15]3[CH:20]=[CH:19][CH:18]=[CH:17][CH:16]=3)(=[O:23])=[O:22])=[CH:11][CH:12]=2)[NH:7][N:6]=1)([CH3:3])[CH3:2], predict the reactants needed to synthesize it. The reactants are: [CH:1]([NH:4][C:5]1[C:13]2[C:8](=[CH:9][C:10]([NH2:14])=[CH:11][CH:12]=2)[NH:7][N:6]=1)([CH3:3])[CH3:2].[C:15]1([S:21](Cl)(=[O:23])=[O:22])[CH:20]=[CH:19][CH:18]=[CH:17][CH:16]=1. (5) Given the product [Cl:1][C:2]1[C:28]([F:29])=[CH:27][CH:26]=[C:25]([F:30])[C:3]=1[CH2:4][N:5]1[C:9]2=[N:10][C:11]([C:14]3[CH:23]=[CH:22][C:17]([C:18]([OH:20])=[O:19])=[C:16]([F:24])[CH:15]=3)=[CH:12][CH:13]=[C:8]2[N:7]=[N:6]1, predict the reactants needed to synthesize it. The reactants are: [Cl:1][C:2]1[C:28]([F:29])=[CH:27][CH:26]=[C:25]([F:30])[C:3]=1[CH2:4][N:5]1[C:9]2=[N:10][C:11]([C:14]3[CH:23]=[CH:22][C:17]([C:18]([O:20]C)=[O:19])=[C:16]([F:24])[CH:15]=3)=[CH:12][CH:13]=[C:8]2[N:7]=[N:6]1.[OH-].[Na+].Cl. (6) Given the product [CH2:1]([N:3]1[C:8]2[N:9]=[C:10]([NH:21][C:20]3[CH:22]=[CH:23][C:24]([O:25][CH3:26])=[C:18]([F:17])[CH:19]=3)[N:11]=[CH:12][C:7]=2[CH:6]=[CH:5][C:4]1=[O:16])[CH3:2], predict the reactants needed to synthesize it. The reactants are: [CH2:1]([N:3]1[C:8]2[N:9]=[C:10](S(C)=O)[N:11]=[CH:12][C:7]=2[CH:6]=[CH:5][C:4]1=[O:16])[CH3:2].[F:17][C:18]1[CH:19]=[C:20]([CH:22]=[CH:23][C:24]=1[O:25][CH3:26])[NH2:21].